Dataset: Catalyst prediction with 721,799 reactions and 888 catalyst types from USPTO. Task: Predict which catalyst facilitates the given reaction. (1) Reactant: [F:1][C:2]1[CH:8]=[CH:7][C:5]([NH2:6])=[C:4]([N+:9]([O-:11])=[O:10])[CH:3]=1.[Br:12]Br. Product: [Br:12][C:7]1[CH:8]=[C:2]([F:1])[CH:3]=[C:4]([N+:9]([O-:11])=[O:10])[C:5]=1[NH2:6]. The catalyst class is: 411. (2) Reactant: [Cl-].O[NH3+:3].[C:4](=[O:7])([O-])[OH:5].[Na+].CS(C)=O.[CH2:13]([C:17]1[N:18]=[C:19]([CH3:48])[N:20]([C:39]2[CH:44]=[CH:43][C:42]([O:45][CH2:46][CH3:47])=[CH:41][CH:40]=2)[C:21](=[O:38])[C:22]=1[CH2:23][C:24]1[CH:29]=[CH:28][C:27]([C:30]2[C:31]([C:36]#[N:37])=[CH:32][CH:33]=[CH:34][CH:35]=2)=[CH:26][CH:25]=1)[CH2:14][CH2:15][CH3:16]. The catalyst class is: 69. Product: [CH2:13]([C:17]1[N:18]=[C:19]([CH3:48])[N:20]([C:39]2[CH:40]=[CH:41][C:42]([O:45][CH2:46][CH3:47])=[CH:43][CH:44]=2)[C:21](=[O:38])[C:22]=1[CH2:23][C:24]1[CH:25]=[CH:26][C:27]([C:30]2[CH:35]=[CH:34][CH:33]=[CH:32][C:31]=2[C:36]2[NH:3][C:4](=[O:7])[O:5][N:37]=2)=[CH:28][CH:29]=1)[CH2:14][CH2:15][CH3:16]. (3) Reactant: [N:1]1[C:10]2[C:5](=[CH:6][CH:7]=[CH:8][CH:9]=2)[CH:4]=[CH:3][C:2]=1[C:11]1[N:15]=[C:14]([N:16]2[CH2:21][CH2:20][N:19](C(OC(C)(C)C)=O)[CH2:18][CH2:17]2)[S:13][N:12]=1.[ClH:29]. Product: [Cl-:29].[N:1]1[C:10]2[C:5](=[CH:6][CH:7]=[CH:8][CH:9]=2)[CH:4]=[CH:3][C:2]=1[C:11]1[N:15]=[C:14]([N:16]2[CH2:17][CH2:18][NH2+:19][CH2:20][CH2:21]2)[S:13][N:12]=1. The catalyst class is: 5. (4) Reactant: Br[C:2]1[N:6]2[N:7]=[C:8]([Cl:11])[CH:9]=[CH:10][C:5]2=[N:4][CH:3]=1.C([Mg]Br)C.[CH3:16][Si:17]([CH3:34])([CH3:33])[CH2:18][CH2:19][O:20][CH2:21][N:22]1[CH:30]=[C:29]2[C:24]([CH:25]=[CH:26][C:27]([CH:31]=[O:32])=[CH:28]2)=[N:23]1.[NH4+].[Cl-]. Product: [Cl:11][C:8]1[CH:9]=[CH:10][C:5]2[N:6]([C:2]([CH:31]([C:27]3[CH:26]=[CH:25][C:24]4[C:29](=[CH:30][N:22]([CH2:21][O:20][CH2:19][CH2:18][Si:17]([CH3:34])([CH3:33])[CH3:16])[N:23]=4)[CH:28]=3)[OH:32])=[CH:3][N:4]=2)[N:7]=1. The catalyst class is: 116. (5) Reactant: [CH2:1]([C:3]1[C:12]([CH2:13]O)=[CH:11][C:10]2[C:5](=[CH:6][CH:7]=[C:8]([O:15][CH3:16])[CH:9]=2)[N:4]=1)[CH3:2].O=S(Cl)[Cl:19]. Product: [ClH:19].[Cl:19][CH2:13][C:12]1[C:3]([CH2:1][CH3:2])=[N:4][C:5]2[C:10]([CH:11]=1)=[CH:9][C:8]([O:15][CH3:16])=[CH:7][CH:6]=2. The catalyst class is: 2. (6) Reactant: O[C:2]1([CH2:8][C@H:9]2[CH2:13][O:12][C:11]([CH3:15])([CH3:14])[N:10]2[C:16]([O:18][C:19]([CH3:22])([CH3:21])[CH3:20])=[O:17])[CH2:7][CH2:6][CH2:5][CH2:4][CH2:3]1.CCN(S(F)(F)[F:29])CC.C1C=C(Cl)C=C(C(OO)=O)C=1. Product: [F:29][C:2]1([CH2:8][C@H:9]2[CH2:13][O:12][C:11]([CH3:15])([CH3:14])[N:10]2[C:16]([O:18][C:19]([CH3:22])([CH3:21])[CH3:20])=[O:17])[CH2:7][CH2:6][CH2:5][CH2:4][CH2:3]1. The catalyst class is: 2. (7) Reactant: [Cl:1][C:2]1[CH:7]=[CH:6][C:5]([F:8])=[CH:4][C:3]=1[O:9][C:10]1[CH:15]=[CH:14][C:13](I)=[CH:12][CH:11]=1.[B:17]1([B:17]2[O:21][C:20]([CH3:23])([CH3:22])[C:19]([CH3:25])([CH3:24])[O:18]2)[O:21][C:20]([CH3:23])([CH3:22])[C:19]([CH3:25])([CH3:24])[O:18]1.C([O-])(=O)C.[K+]. Product: [Cl:1][C:2]1[CH:7]=[CH:6][C:5]([F:8])=[CH:4][C:3]=1[O:9][C:10]1[CH:15]=[CH:14][C:13]([B:17]2[O:21][C:20]([CH3:23])([CH3:22])[C:19]([CH3:25])([CH3:24])[O:18]2)=[CH:12][CH:11]=1. The catalyst class is: 274. (8) Reactant: [CH3:1][O:2][C:3]1[N:8]=[C:7]2[CH:9]=[CH:10][NH:11][C:6]2=[CH:5][CH:4]=1.CN(C=O)C.[OH-].[K+].[I:19]I. Product: [I:19][C:9]1[C:7]2=[N:8][C:3]([O:2][CH3:1])=[CH:4][CH:5]=[C:6]2[NH:11][CH:10]=1. The catalyst class is: 25. (9) Reactant: Cl[C:2]1[N:3]=[CH:4][N:5]=[C:6]2[C:13]=1[C:12]1[CH2:11][CH2:10][CH2:9][C:8]=1[O:7]2.[C@H:14]1([NH2:21])[CH2:19][CH2:18][C@H:17]([NH2:20])[CH2:16][CH2:15]1. Product: [N:5]1[C:6]2[O:7][C:8]3[CH2:9][CH2:10][CH2:11][C:12]=3[C:13]=2[C:2]([NH:20][C@H:17]2[CH2:18][CH2:19][C@H:14]([NH2:21])[CH2:15][CH2:16]2)=[N:3][CH:4]=1. The catalyst class is: 85. (10) Reactant: [NH2:1][CH:2]([C:11]1[CH:16]=[CH:15][CH:14]=[CH:13][CH:12]=1)[C:3]1([N:8]([CH3:10])[CH3:9])[CH2:7][CH2:6][CH2:5][CH2:4]1.[CH3:17][O:18][C:19]1[C:27]([C:28](O)=[O:29])=[C:23]2[CH:24]=[CH:25][O:26][C:22]2=[CH:21][CH:20]=1.C1C=CC2N(O)N=NC=2C=1.C1CCC(N=C=NC2CCCCC2)CC1. Product: [CH3:9][N:8]([CH3:10])[C:3]1([CH:2]([C:11]2[CH:12]=[CH:13][CH:14]=[CH:15][CH:16]=2)[NH:1][C:28]([C:27]2[C:19]([O:18][CH3:17])=[CH:20][CH:21]=[C:22]3[O:26][CH:25]=[CH:24][C:23]=23)=[O:29])[CH2:7][CH2:6][CH2:5][CH2:4]1. The catalyst class is: 59.